Dataset: Full USPTO retrosynthesis dataset with 1.9M reactions from patents (1976-2016). Task: Predict the reactants needed to synthesize the given product. (1) Given the product [CH:39]1([C@H:13]([NH:12][C:10](=[O:11])[C@H:9]([CH3:45])[NH:7][CH3:6])[C:14]([N:16]2[C@H:21]([C:22]([NH:23][C@H:24]3[C:33]4[C:28](=[CH:29][CH:30]=[CH:31][CH:32]=4)[O:27][CH2:26][CH2:25]3)=[O:34])[CH2:20][N:19]3[CH2:35][C:36](=[O:38])[CH2:37][C@@H:18]3[CH2:17]2)=[O:15])[CH2:44][CH2:43][CH2:42][CH2:41][CH2:40]1, predict the reactants needed to synthesize it. The reactants are: C(O[C:6](=O)[N:7]([C@@H:9]([CH3:45])[C:10]([NH:12][C@@H:13]([CH:39]1[CH2:44][CH2:43][CH2:42][CH2:41][CH2:40]1)[C:14]([N:16]1[C@H:21]([C:22](=[O:34])[NH:23][C@H:24]2[C:33]3[C:28](=[CH:29][CH:30]=[CH:31][CH:32]=3)[O:27][CH2:26][CH2:25]2)[CH2:20][N:19]2[CH2:35][C:36](=[O:38])[CH2:37][C@@H:18]2[CH2:17]1)=[O:15])=[O:11])C)(C)(C)C.Cl. (2) Given the product [C:38]([N:1]1[CH2:6][CH2:5][CH:4]([O:7][C:8]2[CH:9]=[C:10]([C:14]3[CH:19]=[CH:18][N:17]4[C:20]([C:23]5[CH:24]=[C:25]([NH:29][C:30]([NH:32][CH2:33][C:34]([F:35])([F:36])[F:37])=[O:31])[CH:26]=[CH:27][CH:28]=5)=[CH:21][N:22]=[C:16]4[CH:15]=3)[CH:11]=[CH:12][CH:13]=2)[CH2:3][CH2:2]1)(=[O:40])[CH3:39], predict the reactants needed to synthesize it. The reactants are: [NH:1]1[CH2:6][CH2:5][CH:4]([O:7][C:8]2[CH:9]=[C:10]([C:14]3[CH:19]=[CH:18][N:17]4[C:20]([C:23]5[CH:24]=[C:25]([NH:29][C:30]([NH:32][CH2:33][C:34]([F:37])([F:36])[F:35])=[O:31])[CH:26]=[CH:27][CH:28]=5)=[CH:21][N:22]=[C:16]4[CH:15]=3)[CH:11]=[CH:12][CH:13]=2)[CH2:3][CH2:2]1.[C:38](Cl)(=[O:40])[CH3:39].CCN(CC)CC. (3) The reactants are: Cl.[Cl:2][C:3]1[N:8]=[C:7]2[N:9]=[C:10]([C:12]3[N:13]=[C:14]([CH2:17][C:18]4[CH:23]=[C:22]([Cl:24])[CH:21]=[CH:20][C:19]=4[O:25][CH2:26][C:27]4[CH:32]=[CH:31][CH:30]=[CH:29][CH:28]=4)[S:15][CH:16]=3)[NH:11][C:6]2=[CH:5][CH:4]=1.[CH3:33][N:34]1[CH2:39][CH2:38][NH:37][CH2:36][CH2:35]1. Given the product [ClH:2].[Cl:24][C:22]1[CH:21]=[CH:20][C:19]([O:25][CH2:26][C:27]2[CH:32]=[CH:31][CH:30]=[CH:29][CH:28]=2)=[C:18]([CH2:17][C:14]2[S:15][CH:16]=[C:12]([C:10]3[NH:11][C:6]4[C:7]([N:9]=3)=[N:8][C:3]([N:37]3[CH2:38][CH2:39][N:34]([CH3:33])[CH2:35][CH2:36]3)=[CH:4][CH:5]=4)[N:13]=2)[CH:23]=1, predict the reactants needed to synthesize it. (4) Given the product [Br:1][C:2]1[CH:13]=[CH:12][C:5]([O:6][CH2:7][C:8]([NH:16][NH2:17])=[O:9])=[C:4]([C:14]#[N:15])[CH:3]=1, predict the reactants needed to synthesize it. The reactants are: [Br:1][C:2]1[CH:13]=[CH:12][C:5]([O:6][CH2:7][C:8](OC)=[O:9])=[C:4]([C:14]#[N:15])[CH:3]=1.[NH2:16][NH2:17]. (5) Given the product [Cl:17][C:4]1[C:5](=[O:16])[N:6]([C:9]2[CH:14]=[CH:13][C:12]([Cl:15])=[CH:11][CH:10]=2)[N:7]([CH2:8][CH3:34])[C:3]=1[CH2:2][N:28]1[CH2:27][CH2:26][N:25]([C:23]2[CH:24]=[C:19]([Cl:18])[CH:20]=[CH:21][C:22]=2[O:32][CH3:33])[CH2:30][CH2:29]1, predict the reactants needed to synthesize it. The reactants are: Br[CH2:2][C:3]1[N:7]([CH3:8])[N:6]([C:9]2[CH:14]=[CH:13][C:12]([Cl:15])=[CH:11][CH:10]=2)[C:5](=[O:16])[C:4]=1[Cl:17].[Cl:18][C:19]1[CH:20]=[CH:21][C:22]([O:32][CH3:33])=[C:23]([N:25]2[CH2:30][CH2:29][N:28](C)[CH2:27][CH2:26]2)[CH:24]=1.[C:34]([O-])([O-])=O.[K+].[K+]. (6) Given the product [Cl:20][C:18]1[CH:17]=[CH:16][C:14]2[N:15]=[C:11]([N:10]=[CH:6][C:5]3[CH:8]=[CH:9][C:2]([F:1])=[CH:3][CH:4]=3)[S:12][C:13]=2[CH:19]=1, predict the reactants needed to synthesize it. The reactants are: [F:1][C:2]1[CH:9]=[CH:8][C:5]([CH:6]=O)=[CH:4][CH:3]=1.[NH2:10][C:11]1[S:12][C:13]2[CH:19]=[C:18]([Cl:20])[CH:17]=[CH:16][C:14]=2[N:15]=1.C1(C)C(S(O)(=O)=O)=CC=CC=1.O.